From a dataset of Catalyst prediction with 721,799 reactions and 888 catalyst types from USPTO. Predict which catalyst facilitates the given reaction. (1) Reactant: [NH:1]1[C:5]2[CH2:6][CH2:7][CH2:8][C:4]=2[C:3]([C:9]#[N:10])=[N:2]1.[N-:11]=[N+:12]=[N-:13].[Na+]. Product: [N:10]1[NH:11][N:12]=[N:13][C:9]=1[C:3]1[C:4]2[CH2:8][CH2:7][CH2:6][C:5]=2[NH:1][N:2]=1. The catalyst class is: 3. (2) Reactant: [CH3:1][C:2]1[CH:3]=[C:4]([NH:16][C:17]2[C:27]3[CH:26]=[C:25]([CH2:28][NH:29]C(=O)OC(C)(C)C)[CH2:24][CH2:23][NH:22][C:21]=3[N:20]=[CH:19][N:18]=2)[CH:5]=[CH:6][C:7]=1[O:8][C:9]1[CH:10]=[N:11][C:12]([CH3:15])=[CH:13][CH:14]=1.[ClH:37]. Product: [ClH:37].[ClH:37].[ClH:37].[NH2:29][CH2:28][C:25]1[CH2:24][CH2:23][NH:22][C:21]2[N:20]=[CH:19][N:18]=[C:17]([NH:16][C:4]3[CH:5]=[CH:6][C:7]([O:8][C:9]4[CH:10]=[N:11][C:12]([CH3:15])=[CH:13][CH:14]=4)=[C:2]([CH3:1])[CH:3]=3)[C:27]=2[CH:26]=1. The catalyst class is: 8. (3) Reactant: [C:1]([C:5]1[CH:10]=[CH:9][C:8](N2C(C)=CC=C2C)=[C:7]([N+:18]([O-])=O)[CH:6]=1)([CH3:4])([CH3:3])[CH3:2].CCO[C:24]([CH3:26])=O. Product: [C:1]([C:5]1[CH:10]=[CH:9][C:8]([C:5]2[CH:6]=[C:7]([CH3:8])[NH:18][C:24]=2[CH3:26])=[C:7]([CH:6]=1)[NH2:18])([CH3:2])([CH3:3])[CH3:4]. The catalyst class is: 45. (4) Reactant: [CH3:1][CH2:2][CH2:3][CH2:4][CH2:5][CH3:6].[CH2:7]([Li])[CH2:8][CH2:9][CH3:10].[S:12]1[CH:16]=CC=C1C1C=CC=CC=1NC1C=CC=CC=1C1C=CC=CC=1.C[CH2:37][CH2:38][CH2:39][CH2:40][CH2:41][CH3:42].[B:43](Cl)(Cl)Cl.[Cl-].[Cl-].[Cl-].[Al+3].C[C:52]1(C)[CH2:57][CH2:56][CH2:55][C:54](C)(C)[NH:53]1.CCCCCCCC. Product: [CH:2]1[C:3]2[C:4]3=[C:54]4[N:53]([C:42]5[CH:41]=[CH:40][CH:39]=[CH:38][C:37]=5[C:5]3=[C:6]3[B:43]([CH:7]=[CH:8][CH:9]=[CH:10]3)[C:16]=2[S:12][CH:1]=1)[CH:52]=[CH:57][CH:56]=[CH:55]4. The catalyst class is: 11. (5) Reactant: Cl[C:2]1[N:7]=[CH:6][C:5]([C:8]2[NH:12][C:11]3[CH:13]=[CH:14][CH:15]=[C:16]([C:17]([NH:19][C:20]4[S:21][CH:22]=[CH:23][N:24]=4)=[O:18])[C:10]=3[N:9]=2)=[CH:4][CH:3]=1.[N:25]1([C:31]([O:33][C:34]([CH3:37])([CH3:36])[CH3:35])=[O:32])[CH2:30][CH2:29][NH:28][CH2:27][CH2:26]1. Product: [S:21]1[CH:22]=[CH:23][N:24]=[C:20]1[NH:19][C:17]([C:16]1[C:10]2[N:9]=[C:8]([C:5]3[CH:4]=[CH:3][C:2]([N:28]4[CH2:27][CH2:26][N:25]([C:31]([O:33][C:34]([CH3:37])([CH3:36])[CH3:35])=[O:32])[CH2:30][CH2:29]4)=[N:7][CH:6]=3)[NH:12][C:11]=2[CH:13]=[CH:14][CH:15]=1)=[O:18]. The catalyst class is: 58. (6) Reactant: [NH2:1][C:2]1[C:3]2[C:7]([C:8]([CH3:11])=[CH:9][CH:10]=1)=[N:6][N:5]([C:12]([O:14][C:15]([CH3:18])([CH3:17])[CH3:16])=[O:13])[CH:4]=2.FC(F)(F)S(O[C:25]1[C:33]2[C:28](=[CH:29][N:30]=[CH:31][CH:32]=2)[O:27][C:26]=1[C:34]1[N:39]=[CH:38][CH:37]=[CH:36][N:35]=1)(=O)=O.P([O-])([O-])([O-])=O.[K+].[K+].[K+].CC1(C)C2C(=C(P(C3C=CC=CC=3)C3C=CC=CC=3)C=CC=2)OC2C(P(C3C=CC=CC=3)C3C=CC=CC=3)=CC=CC1=2. Product: [CH3:11][CH:8]1[C:7]2[C:3](=[CH:4][N:5]([C:12]([O:14][C:15]([CH3:18])([CH3:17])[CH3:16])=[O:13])[N:6]=2)[CH:2]([NH:1][C:25]2[C:33]3[C:28](=[CH:29][N:30]=[CH:31][CH:32]=3)[O:27][C:26]=2[C:34]2[N:39]=[CH:38][CH:37]=[CH:36][N:35]=2)[CH:10]=[CH:9]1. The catalyst class is: 110. (7) Reactant: [CH2:1]([C:4]1([CH3:14])[CH:10]2[CH2:11][C:7]([CH3:12])([CH2:8][CH2:9]2)[CH2:6][C:5]1=[O:13])[CH:2]=[CH2:3].COCCO[AlH2-]OCCOC.[Na+]. Product: [CH2:1]([C:4]1([CH3:14])[CH:10]2[CH2:11][C:7]([CH3:12])([CH2:8][CH2:9]2)[CH2:6][CH:5]1[OH:13])[CH:2]=[CH2:3]. The catalyst class is: 11. (8) Reactant: [CH3:1][N:2]([C@@H:10]([CH3:33])[C:11]([NH:13][C@H:14]1[CH2:20][N:19]([C:21](=[O:27])[CH2:22][S:23]([CH3:26])(=[O:25])=[O:24])[C:18]2[CH:28]=[CH:29][CH:30]=[CH:31][C:17]=2[NH:16][C:15]1=[O:32])=[O:12])[C:3](=[O:9])[O:4][C:5]([CH3:8])([CH3:7])[CH3:6].CS(O[CH2:39][C:40]1[C:49]2[C:44](=[CH:45][CH:46]=[CH:47][CH:48]=2)[CH:43]=[CH:42][C:41]=1[O:50][CH:51]([F:53])[F:52])(=O)=O.C([O-])([O-])=O.[Cs+].[Cs+]. Product: [F:52][CH:51]([F:53])[O:50][C:41]1[CH:42]=[CH:43][C:44]2[C:49](=[CH:48][CH:47]=[CH:46][CH:45]=2)[C:40]=1[CH2:39][N:16]1[C:15](=[O:32])[C@@H:14]([NH:13][C:11](=[O:12])[C@@H:10]([N:2]([CH3:1])[C:3](=[O:9])[O:4][C:5]([CH3:8])([CH3:6])[CH3:7])[CH3:33])[CH2:20][N:19]([C:21](=[O:27])[CH2:22][S:23]([CH3:26])(=[O:24])=[O:25])[C:18]2[CH:28]=[CH:29][CH:30]=[CH:31][C:17]1=2. The catalyst class is: 31. (9) Product: [Br:12][C:11]1[C:7]([C@@H:20]2[CH2:19][O:18][CH2:17][C@H:16]2[OH:15])=[C:8]([CH3:14])[S:9][C:10]=1[CH3:13]. Reactant: C([Li])CCC.Br[C:7]1[C:11]([Br:12])=[C:10]([CH3:13])[S:9][C:8]=1[CH3:14].[O:15]1[CH:20]2[CH:16]1[CH2:17][O:18][CH2:19]2.B(F)(F)F.CCOCC.[Cl-].[NH4+]. The catalyst class is: 1.